This data is from Forward reaction prediction with 1.9M reactions from USPTO patents (1976-2016). The task is: Predict the product of the given reaction. (1) Given the reactants [CH2:1]([N:8]1[CH:12]=[C:11]([C:13]2[CH:18]=[C:17]([F:19])[CH:16]=[CH:15][C:14]=2[F:20])[N:10]=[C:9]1[C@@H:21]([CH:35]1[CH2:40][CH2:39][O:38][CH2:37][CH2:36]1)[N:22]([CH2:28][C@H:29]1[C@@H:33]([F:34])[CH2:32][NH:31][CH2:30]1)[C:23](=[O:27])[C@@H:24]([OH:26])[CH3:25])[C:2]1[CH:7]=[CH:6][CH:5]=[CH:4][CH:3]=1.C(N(C(C)C)C(C)C)C.[C:50](=O)([O:92]C1C=CC([N+]([O-])=O)=CC=1)[O:51][CH2:52][C:53]1[CH:58]=[CH:57][C:56]([NH:59][C:60](=[O:91])[C@@H:61]([NH:69][C:70](=[O:90])[C@@H:71]([NH:75][C:76](=[O:89])[CH2:77][CH2:78][CH2:79][CH2:80][CH2:81][N:82]2[C:86](=[O:87])[CH:85]=[CH:84][C:83]2=[O:88])[CH:72]([CH3:74])[CH3:73])[CH2:62][CH2:63][CH2:64][NH:65][C:66]([NH2:68])=[O:67])=[CH:55][CH:54]=1, predict the reaction product. The product is: [CH2:1]([N:8]1[CH:12]=[C:11]([C:13]2[CH:18]=[C:17]([F:19])[CH:16]=[CH:15][C:14]=2[F:20])[N:10]=[C:9]1[C@@H:21]([CH:35]1[CH2:40][CH2:39][O:38][CH2:37][CH2:36]1)[N:22]([CH2:28][C@H:29]1[C@@H:33]([F:34])[CH2:32][N:31]([C:50]([O:51][CH2:52][C:53]2[CH:58]=[CH:57][C:56]([NH:59][C:60](=[O:91])[C@@H:61]([NH:69][C:70](=[O:90])[C@@H:71]([NH:75][C:76](=[O:89])[CH2:77][CH2:78][CH2:79][CH2:80][CH2:81][N:82]3[C:86](=[O:87])[CH:85]=[CH:84][C:83]3=[O:88])[CH:72]([CH3:73])[CH3:74])[CH2:62][CH2:63][CH2:64][NH:65][C:66]([NH2:68])=[O:67])=[CH:55][CH:54]=2)=[O:92])[CH2:30]1)[C:23](=[O:27])[C@@H:24]([OH:26])[CH3:25])[C:2]1[CH:3]=[CH:4][CH:5]=[CH:6][CH:7]=1. (2) Given the reactants Cl.[NH2:2][CH2:3][CH2:4][NH:5][C:6]([C:8]1[S:20][C:19]2[C:18]3[CH:17]=[CH:16][CH:15]=[CH:14][C:13]=3[N:12]([CH2:21][C:22](=[O:29])[C:23]3[CH:28]=[CH:27][CH:26]=[CH:25][CH:24]=3)[C:11](=[O:30])[C:10]=2[C:9]=1[O:31][CH3:32])=[O:7].[CH3:33][C:34]([CH3:36])=O.CN(C=O)C.C([BH3-])#N.[Na+], predict the reaction product. The product is: [CH3:32][O:31][C:9]1[C:10]2[C:11](=[O:30])[N:12]([CH2:21][C:22](=[O:29])[C:23]3[CH:24]=[CH:25][CH:26]=[CH:27][CH:28]=3)[C:13]3[CH:14]=[CH:15][CH:16]=[CH:17][C:18]=3[C:19]=2[S:20][C:8]=1[C:6]([NH:5][CH2:4][CH2:3][NH:2][CH:34]([CH3:36])[CH3:33])=[O:7]. (3) Given the reactants [Cl:1][C:2]1[CH:3]=[C:4]2[C:8](=[C:9]([NH:11][CH:12]3[CH2:16][CH2:15][CH2:14][CH2:13]3)[CH:10]=1)[NH:7][C:6]([C:17]1[S:18][CH2:19][C@@H:20]([CH2:22][CH2:23]O)[N:21]=1)=[CH:5]2.[CH2:25]([O:27][C:28]([C:30]1[NH:31][CH:32]=[N:33][C:34]=1[CH3:35])=[O:29])[CH3:26], predict the reaction product. The product is: [CH2:25]([O:27][C:28]([C:30]1[N:31]([CH2:23][CH2:22][C@@H:20]2[CH2:19][S:18][C:17]([C:6]3[NH:7][C:8]4[C:4]([CH:5]=3)=[CH:3][C:2]([Cl:1])=[CH:10][C:9]=4[NH:11][CH:12]3[CH2:16][CH2:15][CH2:14][CH2:13]3)=[N:21]2)[CH:32]=[N:33][C:34]=1[CH3:35])=[O:29])[CH3:26]. (4) Given the reactants [ClH:1].Cl.Cl.[Cl:4][C:5]1[CH:14]=[CH:13][C:12](Cl)=[C:11]2[C:6]=1[CH:7]=[C:8]([C:16]1[C:17]([NH2:33])=[N:18][CH:19]=[C:20]([C:22]3[CH:23]=[N:24][N:25]([CH:27]4[CH2:32][CH2:31][NH:30][CH2:29][CH2:28]4)[CH:26]=3)[CH:21]=1)[N:9]=[CH:10]2.[CH3:34][O:35]C1C=C2C(=CC=1)C=NC(OS(C(F)(F)F)(=O)=O)=C2, predict the reaction product. The product is: [ClH:4].[ClH:1].[ClH:4].[CH3:34][O:35][C:14]1[CH:5]=[C:6]2[C:11](=[CH:12][CH:13]=1)[CH:10]=[N:9][C:8]([C:16]1[C:17]([NH2:33])=[N:18][CH:19]=[C:20]([C:22]3[CH:23]=[N:24][N:25]([CH:27]4[CH2:32][CH2:31][NH:30][CH2:29][CH2:28]4)[CH:26]=3)[CH:21]=1)=[CH:7]2.